This data is from Full USPTO retrosynthesis dataset with 1.9M reactions from patents (1976-2016). The task is: Predict the reactants needed to synthesize the given product. (1) Given the product [OH:8][CH2:9][CH2:10][O:11][CH2:12][CH2:13][O:14][CH2:15][CH2:16][N:17]1[C:25]2[C:20](=[CH:21][CH:22]=[CH:23][CH:24]=2)[C:19]([CH:26]=[O:27])=[CH:18]1, predict the reactants needed to synthesize it. The reactants are: C1(C(C2C=CC=CC=2)(C2C=CC=CC=2)[O:8][CH2:9][CH2:10][O:11][CH2:12][CH2:13][O:14][CH2:15][CH2:16][N:17]2[C:25]3[C:20](=[CH:21][CH:22]=[CH:23][CH:24]=3)[C:19]([CH:26]=[O:27])=[CH:18]2)C=CC=CC=1.C([SiH](CC)CC)C.FC(F)(F)C(O)=O. (2) Given the product [Cl:39][C:40]1[CH:41]=[C:42]([C:46]2[O:50][C:49]([NH:51][C:19]([N:16]3[CH2:15][CH2:14][C:12]4([CH2:11][CH:10]([C:6]5[CH:7]=[CH:8][CH:9]=[C:4]([O:3][C:2]([F:31])([F:1])[F:32])[CH:5]=5)[CH2:13]4)[CH2:18][CH2:17]3)=[O:20])=[N:48][N:47]=2)[CH:43]=[CH:44][CH:45]=1, predict the reactants needed to synthesize it. The reactants are: [F:1][C:2]([F:32])([F:31])[O:3][C:4]1[CH:5]=[C:6]([CH:10]2[CH2:13][C:12]3([CH2:18][CH2:17][N:16]([C:19](OC4C=CC([N+]([O-])=O)=CC=4)=[O:20])[CH2:15][CH2:14]3)[CH2:11]2)[CH:7]=[CH:8][CH:9]=1.CC(N(C)C)=O.[Cl:39][C:40]1[CH:41]=[C:42]([C:46]2[O:50][C:49]([NH2:51])=[N:48][N:47]=2)[CH:43]=[CH:44][CH:45]=1. (3) Given the product [C:20]1([C:17]2[O:16][C:15]([NH:14][C:11]3[CH:10]=[CH:9][CH:8]=[C:7]4[C:12]=3[CH2:13][C:4](=[O:3])[CH2:5][CH2:6]4)=[N:19][CH:18]=2)[CH:21]=[CH:22][CH:23]=[CH:24][CH:25]=1, predict the reactants needed to synthesize it. The reactants are: C([O:3][C:4]1[CH2:13][C:12]2[C:11]([NH:14][C:15]3[O:16][C:17]([C:20]4[CH:25]=[CH:24][CH:23]=[CH:22][CH:21]=4)=[CH:18][N:19]=3)=[CH:10][CH:9]=[CH:8][C:7]=2[CH2:6][CH:5]=1)C.C(OC1CC2C(NC3OC(C4C=CC(C(F)(F)F)=CC=4)=CN=3)=CC=CC=2CC=1)C. (4) Given the product [F:27][C:28]1[CH:29]=[CH:30][CH:31]=[C:32]2[C:36]=1[N:35]([CH2:37][C:38]1[O:39][C:40]([C:43]([F:46])([F:44])[F:45])=[CH:41][CH:42]=1)[C:34](=[O:47])[CH:33]2[C:48]1[C:56]([OH:57])=[CH:55][C:51]2[O:52][CH2:53][O:54][C:50]=2[CH:49]=1, predict the reactants needed to synthesize it. The reactants are: C1(CCN2C3C(=CC=CC=3)C(O)(C3C(O)=CC4OCOC=4C=3)C2=O)CC1.[F:27][C:28]1[CH:29]=[CH:30][CH:31]=[C:32]2[C:36]=1[N:35]([CH2:37][C:38]1[O:39][C:40]([C:43]([F:46])([F:45])[F:44])=[CH:41][CH:42]=1)[C:34](=[O:47])[C:33]2(O)[C:48]1[C:56]([OH:57])=[CH:55][C:51]2[O:52][CH2:53][O:54][C:50]=2[CH:49]=1. (5) Given the product [O:12]1[CH:13]=[CH:14][CH:15]=[C:11]1[C:9]1[O:8][N:7]=[C:6]([C:4]([OH:5])=[O:3])[CH:10]=1, predict the reactants needed to synthesize it. The reactants are: C([O:3][C:4]([C:6]1[CH:10]=[C:9]([C:11]2[O:12][CH:13]=[CH:14][CH:15]=2)[O:8][N:7]=1)=[O:5])C.[OH-].[Li+]. (6) Given the product [CH3:1][O:2][C:3](=[O:27])[CH:4]([NH:19][C:20]([O:22][C:23]([CH3:26])([CH3:25])[CH3:24])=[O:21])[CH2:5][C:6]1[C:7]([NH:12][C:13](=[O:18])[C:14]([CH3:17])([CH3:16])[CH3:15])=[N:8][CH:9]=[CH:10][CH:11]=1, predict the reactants needed to synthesize it. The reactants are: [CH3:1][O:2][C:3](=[O:27])[C:4]([NH:19][C:20]([O:22][C:23]([CH3:26])([CH3:25])[CH3:24])=[O:21])=[CH:5][C:6]1[C:7]([NH:12][C:13](=[O:18])[C:14]([CH3:17])([CH3:16])[CH3:15])=[N:8][CH:9]=[CH:10][CH:11]=1. (7) Given the product [F:14][C:7]1[CH:8]=[C:9]2[C:4](=[CH:5][CH:6]=1)[N:3]=[CH:2][C:11]([CH:12]=[O:13])=[CH:10]2, predict the reactants needed to synthesize it. The reactants are: Cl[C:2]1[C:11]([CH:12]=[O:13])=[CH:10][C:9]2[C:4](=[CH:5][CH:6]=[C:7]([F:14])[CH:8]=2)[N:3]=1.C(N(CC)CC)C.O.CCOC(C)=O.